Task: Predict which catalyst facilitates the given reaction.. Dataset: Catalyst prediction with 721,799 reactions and 888 catalyst types from USPTO The catalyst class is: 258. Reactant: [Cl:1][C:2]1[N:7]=[C:6]([C:8]2[CH:9]=[N:10][N:11]([C:13]3([CH2:26][C:27]#[N:28])[CH2:18][CH2:17][N:16](C(OC(C)(C)C)=O)[CH2:15][CH2:14]3)[CH:12]=2)[CH:5]=[CH:4][N:3]=1.Cl.C(N(CC)CC)C.[CH:37]1([S:40](Cl)(=[O:42])=[O:41])[CH2:39][CH2:38]1. Product: [Cl:1][C:2]1[N:7]=[C:6]([C:8]2[CH:9]=[N:10][N:11]([C:13]3([CH2:26][C:27]#[N:28])[CH2:14][CH2:15][N:16]([S:40]([CH:37]4[CH2:39][CH2:38]4)(=[O:42])=[O:41])[CH2:17][CH2:18]3)[CH:12]=2)[CH:5]=[CH:4][N:3]=1.